This data is from Peptide-MHC class II binding affinity with 134,281 pairs from IEDB. The task is: Regression. Given a peptide amino acid sequence and an MHC pseudo amino acid sequence, predict their binding affinity value. This is MHC class II binding data. (1) The binding affinity (normalized) is 0.337. The MHC is DRB1_0101 with pseudo-sequence DRB1_0101. The peptide sequence is NEVLNLEDESQIDVG. (2) The peptide sequence is GAAMVEIALGGVMGG. The MHC is DRB3_0202 with pseudo-sequence DRB3_0202. The binding affinity (normalized) is 0. (3) The peptide sequence is EQCGRQAGGKLCPNN. The MHC is DRB5_0101 with pseudo-sequence DRB5_0101. The binding affinity (normalized) is 0.217. (4) The peptide sequence is KAAVAAAASVPAADK. The MHC is HLA-DQA10301-DQB10302 with pseudo-sequence HLA-DQA10301-DQB10302. The binding affinity (normalized) is 0.421. (5) The peptide sequence is EFVTLAAKFIIEEDS. The MHC is HLA-DQA10102-DQB10502 with pseudo-sequence HLA-DQA10102-DQB10502. The binding affinity (normalized) is 1.00. (6) The peptide sequence is LNCLTLLLSVSNRCP. The MHC is DRB1_0101 with pseudo-sequence DRB1_0101. The binding affinity (normalized) is 0.399. (7) The peptide sequence is KKEEKKESGDAASGA. The MHC is DRB5_0101 with pseudo-sequence DRB5_0101. The binding affinity (normalized) is 0. (8) The peptide sequence is KKNGGDAMYMALIAAFS. The MHC is DRB1_1101 with pseudo-sequence DRB1_1101. The binding affinity (normalized) is 0.834. (9) The peptide sequence is TDTEFLLYRLIRALM. The MHC is DRB1_0101 with pseudo-sequence DRB1_0101. The binding affinity (normalized) is 0.831. (10) The peptide sequence is TSGVTQSPHTLIKTRGQQVTLR. The MHC is DRB5_0101 with pseudo-sequence DRB5_0101. The binding affinity (normalized) is 0.213.